Dataset: Choline transporter screen with 302,306 compounds. Task: Binary Classification. Given a drug SMILES string, predict its activity (active/inactive) in a high-throughput screening assay against a specified biological target. (1) The drug is O=C(N\N=C\C=C/c1c(OC)cccc1)Cc1n(ccc1)C. The result is 0 (inactive). (2) The molecule is Clc1c(NC(=O)CCC(=O)c2ccc(F)cc2)cccc1. The result is 0 (inactive). (3) The drug is O1c2c(OCC1)ccc(NC(=O)COC(=O)/C=C\c1c(OC)ccc(OC)c1)c2. The result is 0 (inactive). (4) The drug is O=C(Nc1c(OC)cc(OC)cc1)C1CCN(CC1)C(=O)Cc1ccccc1. The result is 0 (inactive). (5) The compound is s1c(NC(=O)c2oc(COc3ccccc3)cc2)ncc1. The result is 0 (inactive).